Dataset: M1 muscarinic receptor agonist screen with 61,833 compounds. Task: Binary Classification. Given a drug SMILES string, predict its activity (active/inactive) in a high-throughput screening assay against a specified biological target. (1) The molecule is s1c(C(=O)NCC(=O)N(C(C(=O)NC2CCCC2)c2occc2)c2cccnc2)ccc1. The result is 0 (inactive). (2) The molecule is S(CC(=O)NC1CC1)\C(=N/c1ccc(OCC)cc1)NC#N. The result is 0 (inactive). (3) The molecule is O=C(Nc1cc2c(cc1)COC2=O)C1CCCCC1. The result is 1 (active). (4) The drug is O=C(NCCCN1CCOCC1)C1(CCCC1)c1ccccc1. The result is 0 (inactive). (5) The drug is S(=O)(=O)(N1CCN(CC1)Cc1cc2OCOc2cc1)c1c(ccc2nsnc12)C. The result is 0 (inactive). (6) The compound is O=C(Nc1c(n(n(c1=O)c1ccccc1)C)C)CN1CCCc2c1cccc2. The result is 0 (inactive). (7) The drug is O=c1n(c(=O)n(c2nc(n(c12)CCCc1ccccc1)CN1CCN(CC1)c1ccccc1)C)C. The result is 0 (inactive). (8) The drug is S(c1nc(N)c(c2ccc(OCCC)cc2)cn1)CC(=O)N. The result is 0 (inactive).